From a dataset of Full USPTO retrosynthesis dataset with 1.9M reactions from patents (1976-2016). Predict the reactants needed to synthesize the given product. (1) Given the product [C:24]([O:1][C@@H:2]1[CH:19]2[C@:14]([CH3:21])([CH2:15][CH2:16][C:17](=[O:20])[CH2:18]2)[C@@H:13]2[C@H:4]([C@H:5]3[C@@:9]([CH2:11][CH2:12]2)([CH3:10])[C:8](=[O:22])[CH2:7][CH2:6]3)[CH2:3]1)(=[O:25])[CH3:23], predict the reactants needed to synthesize it. The reactants are: [OH:1][C@@H:2]1[CH:19]2[C@:14]([CH3:21])([CH2:15][CH2:16][C:17](=[O:20])[CH2:18]2)[C@@H:13]2[C@H:4]([C@H:5]3[C@@:9]([CH2:11][CH2:12]2)([CH3:10])[C:8](=[O:22])[CH2:7][CH2:6]3)[CH2:3]1.[CH3:23][C:24](OC(C)=O)=[O:25]. (2) Given the product [CH2:1]([N:8]1[C:16]2[C:11](=[CH:12][CH:13]=[CH:14][CH:15]=2)[C:10]([C:17]([NH:33][C:32]2[CH:31]=[CH:30][C:29]([CH2:34][C:35]([O:37][CH3:38])=[O:36])=[CH:28][C:27]=2[Cl:26])=[O:19])=[CH:9]1)[C:2]1[CH:3]=[CH:4][CH:5]=[CH:6][CH:7]=1, predict the reactants needed to synthesize it. The reactants are: [CH2:1]([N:8]1[C:16]2[C:11](=[CH:12][CH:13]=[CH:14][CH:15]=2)[C:10]([C:17]([OH:19])=O)=[CH:9]1)[C:2]1[CH:7]=[CH:6][CH:5]=[CH:4][CH:3]=1.C(Cl)(=O)C(Cl)=O.[Cl:26][C:27]1[CH:28]=[C:29]([CH2:34][C:35]([O:37][CH3:38])=[O:36])[CH:30]=[CH:31][C:32]=1[NH2:33].C(N(CC)CC)C.